Predict the product of the given reaction. From a dataset of Forward reaction prediction with 1.9M reactions from USPTO patents (1976-2016). (1) The product is: [Cl:1][C:2]1[CH:3]=[C:4]2[C:9](=[CH:10][C:11]=1[C:12]([N:14]1[CH2:15][CH2:16][CH2:17][CH2:18]1)=[O:13])[N:8]=[CH:7][N:6]=[C:5]2[NH:19][CH:20]([C:26]1[NH:30][C:29]2[CH:38]=[CH:39][C:40]([Cl:42])=[CH:41][C:28]=2[N:27]=1)[CH2:21][CH2:22][C:23]([NH:55][CH:52]1[CH2:53][CH2:54][N:49]([C:44]2[N:43]=[CH:48][N:47]=[CH:46][N:45]=2)[CH2:50][CH2:51]1)=[O:24]. Given the reactants [Cl:1][C:2]1[CH:3]=[C:4]2[C:9](=[CH:10][C:11]=1[C:12]([N:14]1[CH2:18][CH2:17][CH2:16][CH2:15]1)=[O:13])[N:8]=[CH:7][N:6]=[C:5]2[NH:19][CH:20]([C:26]1[N:30](C(OC(C)(C)C)=O)[C:29]2[CH:38]=[CH:39][C:40]([Cl:42])=[CH:41][C:28]=2[N:27]=1)[CH2:21][CH2:22][C:23](O)=[O:24].[N:43]1[CH:48]=[N:47][CH:46]=[N:45][C:44]=1[N:49]1[CH2:54][CH2:53][CH:52]([NH2:55])[CH2:51][CH2:50]1.CN(C(ON1N=NC2C=CC=CC1=2)=[N+](C)C)C.[B-](F)(F)(F)F.FC(F)(F)C(O)=O, predict the reaction product. (2) Given the reactants [NH2:1][C:2](=[O:21])[C@@H:3]([NH:10]C(=O)OCC1C=CC=CC=1)[CH2:4][O:5][C:6]([CH3:9])([CH3:8])[CH3:7].[ClH:22].[H][H], predict the reaction product. The product is: [ClH:22].[NH2:10][C@@H:3]([CH2:4][O:5][C:6]([CH3:9])([CH3:8])[CH3:7])[C:2]([NH2:1])=[O:21]. (3) The product is: [Br:17][C:8]1[CH:9]=[C:4]([N+:1]([O-:3])=[O:2])[C:5](=[O:16])[N:6]([C:10]2[CH:11]=[CH:12][CH:13]=[CH:14][CH:15]=2)[CH:7]=1. Given the reactants [N+:1]([C:4]1[C:5](=[O:16])[N:6]([C:10]2[CH:15]=[CH:14][CH:13]=[CH:12][CH:11]=2)[CH:7]=[CH:8][CH:9]=1)([O-:3])=[O:2].[Br:17]N1C(=O)CCC1=O, predict the reaction product. (4) Given the reactants [CH3:1][O:2][C:3]1[N:8]=[CH:7][C:6]([CH2:9][NH:10][C:11]2[CH:30]=[CH:29][CH:28]=[CH:27][C:12]=2[C:13]([NH:15][C:16]2[CH:21]=[CH:20][C:19](Br)=[C:18]([C:23]([F:26])([F:25])[F:24])[CH:17]=2)=[O:14])=[CH:5][CH:4]=1.[CH2:31]([Sn](CCCC)(CCCC)C#CC)[CH2:32][CH2:33]C.[OH-].[Na+], predict the reaction product. The product is: [CH3:1][O:2][C:3]1[N:8]=[CH:7][C:6]([CH2:9][NH:10][C:11]2[CH:30]=[CH:29][CH:28]=[CH:27][C:12]=2[C:13]([NH:15][C:16]2[CH:21]=[CH:20][C:19]([C:31]#[C:32][CH3:33])=[C:18]([C:23]([F:26])([F:25])[F:24])[CH:17]=2)=[O:14])=[CH:5][CH:4]=1. (5) Given the reactants Cl.C(OC([NH:9][CH:10]([C:53]([OH:55])=[O:54])[CH2:11][CH2:12][NH:13][S:14]([C:17]1[C:30]2[C:31]3=[C:32]4[C:27](=[CH:28][CH:29]=2)[C:26]([OH:33])=[CH:25][C:24]([OH:34])=[C:23]4[CH:22]=[CH:21][C:20]3=[C:19]([S:35](=[O:52])(=[O:51])[NH:36][CH2:37][CH2:38][CH:39]([C:48]([OH:50])=[O:49])[NH:40]C(OC(C)(C)C)=O)[CH:18]=1)(=[O:16])=[O:15])=O)(C)(C)C, predict the reaction product. The product is: [NH2:40][CH:39]([C:48]([OH:50])=[O:49])[CH2:38][CH2:37][NH:36][S:35]([C:19]1[C:20]2[C:31]3=[C:32]4[C:23](=[CH:22][CH:21]=2)[C:24]([OH:34])=[CH:25][C:26]([OH:33])=[C:27]4[CH:28]=[CH:29][C:30]3=[C:17]([S:14](=[O:16])(=[O:15])[NH:13][CH2:12][CH2:11][CH:10]([C:53]([OH:55])=[O:54])[NH2:9])[CH:18]=1)(=[O:52])=[O:51]. (6) Given the reactants [O:1]=[C:2]([N:9]1[CH2:14][CH2:13][O:12][CH2:11][CH2:10]1)[CH2:3][CH2:4][CH2:5][C:6]([OH:8])=O.[NH2:15][C:16]1[CH:32]=[CH:31][CH:30]=[CH:29][C:17]=1[C:18]([NH:20][C:21]1[CH:26]=[CH:25][C:24]([O:27][CH3:28])=[CH:23][CH:22]=1)=[O:19], predict the reaction product. The product is: [CH3:28][O:27][C:24]1[CH:23]=[CH:22][C:21]([NH:20][C:18](=[O:19])[C:17]2[CH:29]=[CH:30][CH:31]=[CH:32][C:16]=2[NH:15][C:6](=[O:8])[CH2:5][CH2:4][CH2:3][C:2](=[O:1])[N:9]2[CH2:14][CH2:13][O:12][CH2:11][CH2:10]2)=[CH:26][CH:25]=1. (7) Given the reactants [CH2:1]([N:8]1[CH2:13][CH2:12][C:11]([C:15]2[CH:20]=[CH:19][C:18]([CH2:21][C:22]([O:24][CH3:25])=[O:23])=[C:17]([O:26][CH3:27])[CH:16]=2)(O)[CH2:10][CH2:9]1)[C:2]1[CH:7]=[CH:6][CH:5]=[CH:4][CH:3]=1.O.C1(C)C=CC(S(O)(=O)=O)=CC=1.O.C(N(CC)CC)C, predict the reaction product. The product is: [CH2:1]([N:8]1[CH2:13][CH2:12][C:11]([C:15]2[CH:20]=[CH:19][C:18]([CH2:21][C:22]([O:24][CH3:25])=[O:23])=[C:17]([O:26][CH3:27])[CH:16]=2)=[CH:10][CH2:9]1)[C:2]1[CH:7]=[CH:6][CH:5]=[CH:4][CH:3]=1.